From a dataset of Forward reaction prediction with 1.9M reactions from USPTO patents (1976-2016). Predict the product of the given reaction. (1) Given the reactants [NH2:1][C:2]1[CH:7]=[CH:6][C:5]([CH2:8][CH:9]([OH:11])[CH3:10])=[CH:4][CH:3]=1.Cl[C:13]1[C:18]([N+:19]([O-:21])=[O:20])=[C:17]([CH3:22])[CH:16]=[C:15]([CH3:23])[N:14]=1, predict the reaction product. The product is: [CH3:22][C:17]1[CH:16]=[C:15]([CH3:23])[N:14]=[C:13]([NH:1][C:2]2[CH:3]=[CH:4][C:5]([CH2:8][CH:9]([OH:11])[CH3:10])=[CH:6][CH:7]=2)[C:18]=1[N+:19]([O-:21])=[O:20]. (2) Given the reactants [N:1]([C:4](=[CH:10][C:11]1[CH:16]=[CH:15][C:14]([O:17][CH2:18][C:19]([CH3:21])=[CH2:20])=[C:13]([Br:22])[CH:12]=1)[C:5]([O:7][CH2:8][CH3:9])=[O:6])=[N+]=[N-], predict the reaction product. The product is: [Br:22][C:13]1[CH:12]=[C:11]2[C:16](=[CH:15][C:14]=1[O:17][CH2:18][C:19]([CH3:21])=[CH2:20])[NH:1][C:4]([C:5]([O:7][CH2:8][CH3:9])=[O:6])=[CH:10]2. (3) The product is: [CH3:1][O:14][C:13](=[O:15])[C:12]1[CH:11]=[C:10]([C:9]([F:23])([F:24])[F:8])[CH:18]=[C:17]([C:19]([F:22])([F:20])[F:21])[CH:16]=1. Given the reactants [CH3:1][Si](C=[N+]=[N-])(C)C.[F:8][C:9]([F:24])([F:23])[C:10]1[CH:11]=[C:12]([CH:16]=[C:17]([C:19]([F:22])([F:21])[F:20])[CH:18]=1)[C:13]([OH:15])=[O:14], predict the reaction product. (4) Given the reactants Br[C:2]1[CH:3]=[C:4]2[C:8](=[CH:9][CH:10]=1)[N:7]([CH3:11])[C:6]([C:12]1[CH:17]=[CH:16][C:15]([Cl:18])=[CH:14][CH:13]=1)=[C:5]2[CH2:19][CH2:20][C:21]([N:23]1[CH2:28][CH2:27][C:26]([CH2:30][C:31]2[CH:36]=[CH:35][CH:34]=[CH:33][CH:32]=2)([OH:29])[CH2:25][CH2:24]1)=[O:22].[NH:37]1[CH2:42][CH2:41][CH2:40][CH2:39][CH2:38]1, predict the reaction product. The product is: [Cl:18][C:15]1[CH:14]=[CH:13][C:12]([C:6]2[N:7]([CH3:11])[C:8]3[C:4]([C:5]=2[CH2:19][CH2:20][C:21]([N:23]2[CH2:28][CH2:27][C:26]([CH2:30][C:31]4[CH:32]=[CH:33][CH:34]=[CH:35][CH:36]=4)([OH:29])[CH2:25][CH2:24]2)=[O:22])=[CH:3][C:2]([N:37]2[CH2:42][CH2:41][CH2:40][CH2:39][CH2:38]2)=[CH:10][CH:9]=3)=[CH:17][CH:16]=1. (5) Given the reactants [CH3:1][O:2][CH2:3][C@@H:4]([C:6]1[CH:11]=[CH:10][CH:9]=[CH:8][CH:7]=1)[NH2:5].[NH:12]1[C:20]2[C:15](=[CH:16][C:17]([CH:21]=O)=[CH:18][CH:19]=2)[CH:14]=[CH:13]1.[BH-](OC(C)=O)(OC(C)=O)OC(C)=O.[Na+].C([O-])(O)=O.[Na+], predict the reaction product. The product is: [NH:12]1[C:20]2[C:15](=[CH:16][C:17]([CH2:21][NH:5][C@@H:4]([C:6]3[CH:11]=[CH:10][CH:9]=[CH:8][CH:7]=3)[CH2:3][O:2][CH3:1])=[CH:18][CH:19]=2)[CH:14]=[CH:13]1. (6) Given the reactants [CH:1]1([C:7]2[CH:12]=[CH:11][C:10]([NH2:13])=[CH:9][CH:8]=2)[CH2:6][CH2:5][CH2:4][CH2:3][CH2:2]1.C(OC([NH:21][CH2:22][CH2:23][CH2:24][CH2:25][C@@H:26]([NH:30]C(OCC1C2C=CC=CC=2C2C1=CC=CC=2)=O)[C:27](O)=[O:28])=O)(C)(C)C.[Cl:48][C:49]1[CH:54]=[CH:53][C:52]([CH2:55][N:56]=[C:57]=[O:58])=[CH:51][CH:50]=1, predict the reaction product. The product is: [CH:1]1([C:7]2[CH:8]=[CH:9][C:10]([NH:13][C:27](=[O:28])[C@H:26]([NH:30][C:57]([NH:56][CH2:55][C:52]3[CH:51]=[CH:50][C:49]([Cl:48])=[CH:54][CH:53]=3)=[O:58])[CH2:25][CH2:24][CH2:23][CH2:22][NH2:21])=[CH:11][CH:12]=2)[CH2:2][CH2:3][CH2:4][CH2:5][CH2:6]1.